This data is from Peptide-MHC class I binding affinity with 185,985 pairs from IEDB/IMGT. The task is: Regression. Given a peptide amino acid sequence and an MHC pseudo amino acid sequence, predict their binding affinity value. This is MHC class I binding data. The peptide sequence is QAEPSLYGRH. The MHC is HLA-A03:01 with pseudo-sequence HLA-A03:01. The binding affinity (normalized) is 0.